This data is from Forward reaction prediction with 1.9M reactions from USPTO patents (1976-2016). The task is: Predict the product of the given reaction. (1) Given the reactants [H-].[Na+].[C:3]([CH2:5][C:6]([O:8][CH2:9][CH3:10])=[O:7])#[N:4].[Br:11][C:12]1[CH:13]=[C:14]([Cl:19])[C:15](Cl)=[N:16][CH:17]=1, predict the reaction product. The product is: [Br:11][C:12]1[CH:13]=[C:14]([Cl:19])[C:15]([CH:5]([C:3]#[N:4])[C:6]([O:8][CH2:9][CH3:10])=[O:7])=[N:16][CH:17]=1. (2) Given the reactants Br[C:2]1[C:3]([C:9]2[N:13]([C:14]3[CH:19]=[CH:18][C:17]([F:20])=[C:16]([Cl:21])[CH:15]=3)[N:12]=[CH:11][CH:10]=2)=[CH:4][C:5]([NH2:8])=[N:6][CH:7]=1.[CH3:22][O:23][C:24]1[CH:25]=[C:26]([N:39]2[CH2:44][CH2:43][N:42]([C:45]([O:47][C:48]([CH3:51])([CH3:50])[CH3:49])=[O:46])[CH2:41][CH2:40]2)[CH:27]=[CH:28][C:29]=1B1OC(C)(C)C(C)(C)O1.C([O-])([O-])=O.[Cs+].[Cs+].O1CCOCC1, predict the reaction product. The product is: [NH2:8][C:5]1[N:6]=[CH:7][C:2]([C:29]2[CH:28]=[CH:27][C:26]([N:39]3[CH2:44][CH2:43][N:42]([C:45]([O:47][C:48]([CH3:49])([CH3:50])[CH3:51])=[O:46])[CH2:41][CH2:40]3)=[CH:25][C:24]=2[O:23][CH3:22])=[C:3]([C:9]2[N:13]([C:14]3[CH:19]=[CH:18][C:17]([F:20])=[C:16]([Cl:21])[CH:15]=3)[N:12]=[CH:11][CH:10]=2)[CH:4]=1. (3) Given the reactants Br[C:2]1[CH:3]=[C:4]2[C:9](=[CH:10][CH:11]=1)[N:8]=[CH:7][CH:6]=[CH:5]2.[CH2:12]([O:14][CH:15]([O:18][CH2:19][CH3:20])[C:16]#[CH:17])[CH3:13].C(N(CC)CC)C.C1(P(C2C=CC=CC=2)C2C=CC=CC=2)C=CC=CC=1.CN(C)C=O, predict the reaction product. The product is: [CH2:12]([O:14][CH:15]([O:18][CH2:19][CH3:20])[C:16]#[C:17][C:2]1[CH:3]=[C:4]2[C:9](=[CH:10][CH:11]=1)[N:8]=[CH:7][CH:6]=[CH:5]2)[CH3:13]. (4) Given the reactants [Cl:1][C:2]1[CH:3]=[C:4]2[C:8](=[C:9]([CH:11]=[O:12])[CH:10]=1)[NH:7][N:6]=[CH:5]2.CN(C1CCCCC1)C1CCCCC1.Cl[CH2:28][O:29][CH2:30][CH2:31][Si:32]([CH3:35])([CH3:34])[CH3:33], predict the reaction product. The product is: [Cl:1][C:2]1[CH:10]=[C:9]([CH:11]=[O:12])[C:8]2[C:4](=[CH:5][N:6]([CH2:28][O:29][CH2:30][CH2:31][Si:32]([CH3:35])([CH3:34])[CH3:33])[N:7]=2)[CH:3]=1. (5) Given the reactants [Cl:1][C:2]1[CH:3]=[CH:4][C:5]([O:32][CH3:33])=[C:6]([S:8]([N:11]2[C:19]3[C:14](=[CH:15][CH:16]=[C:17]([C:20]([NH:22][C:23]4[CH:31]=[CH:30][C:26]([C:27]([OH:29])=[O:28])=[CH:25][CH:24]=4)=[O:21])[CH:18]=3)[CH2:13][CH2:12]2)(=[O:10])=[O:9])[CH:7]=1.Cl[C:35]1C=CC(OC)=C(S(Cl)(=O)=O)[CH:40]=1, predict the reaction product. The product is: [CH2:35]([O:28][C:27](=[O:29])[C:26]1[CH:30]=[CH:31][C:23]([NH:22][C:20]([C:17]2[CH:18]=[C:19]3[C:14]([CH2:13][CH2:12][N:11]3[S:8]([C:6]3[CH:7]=[C:2]([Cl:1])[CH:3]=[CH:4][C:5]=3[O:32][CH3:33])(=[O:10])=[O:9])=[CH:15][CH:16]=2)=[O:21])=[CH:24][CH:25]=1)[CH3:40]. (6) Given the reactants F[C:2]1[C:3]([CH:8]=[O:9])=[N:4][CH:5]=[CH:6][CH:7]=1.[Na+].[F:11][C:12]1[CH:17]=[CH:16][C:15]([S:18]([O-:20])=[O:19])=[CH:14][CH:13]=1.CS(C)=O, predict the reaction product. The product is: [F:11][C:12]1[CH:17]=[CH:16][C:15]([S:18]([C:2]2[C:3]([CH:8]=[O:9])=[N:4][CH:5]=[CH:6][CH:7]=2)(=[O:20])=[O:19])=[CH:14][CH:13]=1. (7) The product is: [ClH:1].[NH:10]1[CH2:17][S:16][CH2:15][C@H:11]1[C:12]([NH2:14])=[O:13].[Cl:1][CH2:2][C:3]([N:10]1[C@H:11]([C:12]#[N:14])[CH2:15][S:16][CH2:17]1)=[O:4]. Given the reactants [Cl:1][CH2:2][C:3](Cl)=[O:4].ClCCl.Cl.[NH:10]1[CH2:17][S:16][CH2:15][C@H:11]1[C:12]([NH2:14])=[O:13].FC(F)(F)C(OC(=O)C(F)(F)F)=O, predict the reaction product. (8) Given the reactants [Br:1][C:2]1[CH:3]=[CH:4][C:5]2[C:6](=[C:16]3[CH2:22][CH:21]4[NH:23][CH:18]([CH2:19][CH2:20]4)[CH2:17]3)[C:7]3[C:12]([O:13][C:14]=2[CH:15]=1)=[CH:11][CH:10]=[CH:9][CH:8]=3.C(N(CC)C(C1C=CC2C(=C3CC4NC(CC4)C3)C3C(OC=2C=1)=CC=CC=3)=O)C, predict the reaction product. The product is: [Br:1][C:2]1[CH:3]=[CH:4][C:5]2[CH:6]([CH:16]3[CH2:22][CH:21]4[NH:23][CH:18]([CH2:19][CH2:20]4)[CH2:17]3)[C:7]3[C:12]([O:13][C:14]=2[CH:15]=1)=[CH:11][CH:10]=[CH:9][CH:8]=3.